The task is: Predict the product of the given reaction.. This data is from Forward reaction prediction with 1.9M reactions from USPTO patents (1976-2016). (1) Given the reactants [NH2:1][C:2]([C:4]1[CH:40]=[CH:39][C:7]([CH2:8][CH:9]2[CH2:14][CH2:13][N:12]([CH2:15][CH2:16][CH2:17][N:18]([C:31]3[CH:36]=[CH:35][C:34]([Cl:37])=[C:33]([Cl:38])[CH:32]=3)[C:19]([CH:21]3[CH2:26][CH2:25][N:24]([S:27]([CH3:30])(=[O:29])=[O:28])[CH2:23][CH2:22]3)=[O:20])[CH2:11][CH2:10]2)=[CH:6][CH:5]=1)=[O:3].Cl, predict the reaction product. The product is: [ClH:37].[NH2:1][C:2]([C:4]1[CH:5]=[CH:6][C:7]([CH2:8][CH:9]2[CH2:10][CH2:11][N:12]([CH2:15][CH2:16][CH2:17][N:18]([C:31]3[CH:36]=[CH:35][C:34]([Cl:37])=[C:33]([Cl:38])[CH:32]=3)[C:19]([CH:21]3[CH2:26][CH2:25][N:24]([S:27]([CH3:30])(=[O:28])=[O:29])[CH2:23][CH2:22]3)=[O:20])[CH2:13][CH2:14]2)=[CH:39][CH:40]=1)=[O:3]. (2) Given the reactants CO[CH2:3][C:4]1[C:9]([CH2:10][CH3:11])=[CH:8][CH:7]=[CH:6][C:5]=1[N:12]1[C:16](=[O:17])[N:15]([CH3:18])[N:14]=[N:13]1.[BrH:19].C(O)(=O)C, predict the reaction product. The product is: [Br:19][CH2:3][C:4]1[C:9]([CH2:10][CH3:11])=[CH:8][CH:7]=[CH:6][C:5]=1[N:12]1[C:16](=[O:17])[N:15]([CH3:18])[N:14]=[N:13]1. (3) Given the reactants Cl[CH2:2][C:3]1[CH:8]=[CH:7][C:6]([C:9]([F:12])([F:11])[F:10])=[CH:5][C:4]=1[N+:13]([O-:15])=[O:14].[C:16]([O-:19])(=[O:18])[CH3:17].[Na+], predict the reaction product. The product is: [C:16]([O:19][CH2:2][C:3]1[CH:8]=[CH:7][C:6]([C:9]([F:12])([F:11])[F:10])=[CH:5][C:4]=1[N+:13]([O-:15])=[O:14])(=[O:18])[CH3:17]. (4) Given the reactants [F:1][C:2]1[CH:7]=[C:6]([C:8]2[CH:13]=[CH:12][N:11]=[C:10]3[NH:14][C:15]([C:17]4[CH:18]=[N:19][N:20]([CH3:22])[CH:21]=4)=[N:16][C:9]=23)[CH:5]=[CH:4][C:3]=1[C:23]1([NH2:26])[CH2:25][CH2:24]1.[C:27]([C:31]1[O:35][N:34]=[C:33]([C:36]([O-])=[O:37])[N:32]=1)([CH3:30])([CH3:29])[CH3:28], predict the reaction product. The product is: [C:27]([C:31]1[O:35][N:34]=[C:33]([C:36]([NH:26][C:23]2([C:3]3[CH:4]=[CH:5][C:6]([C:8]4[CH:13]=[CH:12][N:11]=[C:10]5[NH:14][C:15]([C:17]6[CH:18]=[N:19][N:20]([CH3:22])[CH:21]=6)=[N:16][C:9]=45)=[CH:7][C:2]=3[F:1])[CH2:25][CH2:24]2)=[O:37])[N:32]=1)([CH3:30])([CH3:28])[CH3:29]. (5) Given the reactants [CH3:1][C@@:2]([OH:34])([C:30]([CH3:33])([CH3:32])[CH3:31])[C@@H:3]1[C@:8]2([O:28][CH3:29])[C@@H:9]3[O:23][C:18]4=[C:19]([OH:22])[CH:20]=[CH:21][C:16]5=[C:17]4[C@:10]43[CH2:11][CH2:12][N:13]([CH2:24][CH:25]3[CH2:27][CH2:26]3)[C@H:14]([CH2:15]5)[C@@:5]4([CH2:6][CH2:7]2)[CH2:4]1.Cl, predict the reaction product. The product is: [CH3:1][C@@:2]([OH:34])([C:30]([CH3:33])([CH3:32])[CH3:31])[C@@H:3]1[C@:8]2([O:28][CH3:29])[C@@H:9]3[O:23][C:18]4=[C:19]([OH:22])[CH:20]=[CH:21][C:16]5=[C:17]4[C@:10]43[CH2:11][CH2:12][N:13]([CH2:24][CH:25]3[CH2:26][CH2:27]3)[C@H:14]([CH2:15]5)[C@@:5]4([CH2:6][CH2:7]2)[CH2:4]1. (6) Given the reactants Br[C:2]1[C:10]2[C:9]([NH:11][C@H:12]([C:14]3[N:19]([C:20]4[CH:25]=[CH:24][CH:23]=[CH:22][CH:21]=4)[C:18](=[O:26])[C:17]4=[C:27]([CH3:30])[CH:28]=[CH:29][N:16]4[N:15]=3)[CH3:13])=[N:8][CH:7]=[N:6][C:5]=2[N:4]([CH2:31][O:32][CH2:33][CH2:34][Si:35]([CH3:38])([CH3:37])[CH3:36])[CH:3]=1.[NH:39]1[CH:43]=[C:42](B(O)O)[CH:41]=[N:40]1.C(=O)([O-])[O-].[Na+].[Na+], predict the reaction product. The product is: [NH:39]1[CH:43]=[C:42]([C:2]2[C:10]3[C:9]([NH:11][C@H:12]([C:14]4[N:19]([C:20]5[CH:25]=[CH:24][CH:23]=[CH:22][CH:21]=5)[C:18](=[O:26])[C:17]5=[C:27]([CH3:30])[CH:28]=[CH:29][N:16]5[N:15]=4)[CH3:13])=[N:8][CH:7]=[N:6][C:5]=3[N:4]([CH2:31][O:32][CH2:33][CH2:34][Si:35]([CH3:38])([CH3:37])[CH3:36])[CH:3]=2)[CH:41]=[N:40]1. (7) Given the reactants [O:1]=[C:2]([N:20]1[CH2:24][CH2:23][CH2:22][CH2:21]1)[C@@H:3]([NH:6][CH2:7][C:8]1[CH:13]=[CH:12][N:11]=[C:10]2[NH:14][CH:15]=[C:16]([C:17](O)=[O:18])[C:9]=12)[CH2:4][CH3:5].CN(C(ON1N=NC2C=CC=NC1=2)=[N+](C)C)C.F[P-](F)(F)(F)(F)F.CN1CCOCC1, predict the reaction product. The product is: [O:1]=[C:2]([N:20]1[CH2:24][CH2:23][CH2:22][CH2:21]1)[C@H:3]([N:6]1[C:17](=[O:18])[C:16]2=[CH:15][NH:14][C:10]3[C:9]2=[C:8]([CH:13]=[CH:12][N:11]=3)[CH2:7]1)[CH2:4][CH3:5]. (8) Given the reactants C1(P(C2C=CC=CC=2)C2C=CC=CC=2)C=CC=CC=1.[CH2:20]([N:22]1[C:26]2=[N:27][C:28]([CH2:57][CH3:58])=[C:29]([CH2:38][NH:39][C:40](=[O:56])[C:41]3[CH:46]=[CH:45][C:44]([CH2:47][CH2:48][CH2:49][CH2:50][CH2:51][CH2:52][CH2:53][CH2:54]O)=[CH:43][CH:42]=3)[C:30]([NH:31][CH:32]3[CH2:37][CH2:36][O:35][CH2:34][CH2:33]3)=[C:25]2[CH:24]=[N:23]1)[CH3:21].C(Br)(Br)(Br)[Br:60], predict the reaction product. The product is: [Br:60][CH2:54][CH2:53][CH2:52][CH2:51][CH2:50][CH2:49][CH2:48][CH2:47][C:44]1[CH:45]=[CH:46][C:41]([C:40]([NH:39][CH2:38][C:29]2[C:30]([NH:31][CH:32]3[CH2:37][CH2:36][O:35][CH2:34][CH2:33]3)=[C:25]3[CH:24]=[N:23][N:22]([CH2:20][CH3:21])[C:26]3=[N:27][C:28]=2[CH2:57][CH3:58])=[O:56])=[CH:42][CH:43]=1.